The task is: Predict which catalyst facilitates the given reaction.. This data is from Catalyst prediction with 721,799 reactions and 888 catalyst types from USPTO. Reactant: [NH2:1][CH2:2][CH2:3][O:4][C:5]1([C:19]#N)[CH2:10][CH2:9][N:8]([C:11]2[N:16]=[C:15]([CH3:17])[CH:14]=[C:13]([CH3:18])[N:12]=2)[CH2:7][CH2:6]1.[OH-:21].[K+].[OH2:23]. Product: [NH2:1][CH2:2][CH2:3][O:4][C:5]1([C:19]([OH:23])=[O:21])[CH2:10][CH2:9][N:8]([C:11]2[N:16]=[C:15]([CH3:17])[CH:14]=[C:13]([CH3:18])[N:12]=2)[CH2:7][CH2:6]1. The catalyst class is: 14.